Dataset: Peptide-MHC class II binding affinity with 134,281 pairs from IEDB. Task: Regression. Given a peptide amino acid sequence and an MHC pseudo amino acid sequence, predict their binding affinity value. This is MHC class II binding data. (1) The peptide sequence is YPWDRIEEVTRMAMT. The MHC is DRB5_0101 with pseudo-sequence DRB5_0101. The binding affinity (normalized) is 0.502. (2) The peptide sequence is GQNYTYKWETFLTRE. The MHC is HLA-DQA10101-DQB10501 with pseudo-sequence HLA-DQA10101-DQB10501. The binding affinity (normalized) is 0.224. (3) The peptide sequence is TITVYAVTYYKEADY. The MHC is DRB1_0101 with pseudo-sequence DRB1_0101. The binding affinity (normalized) is 0.190.